Task: Predict the reaction yield, written as a fraction of the theoretical maximum amount of product (1.0 means a 100% yield; for example, 0.34 means a 34% yield).. Dataset: Reaction yield outcomes from USPTO patents with 853,638 reactions (1) The reactants are [CH3:1][O:2][C:3]([C:5]1([NH:10][C:11]([CH:13]2[CH2:17][CH:16]([O:18][S:19]([C:22]3[CH:27]=[CH:26][C:25]([Br:28])=[CH:24][CH:23]=3)(=[O:21])=[O:20])[CH2:15][N:14]2[C:29](=[O:43])[CH:30]([NH:35][C:36]([O:38][C:39]([CH3:42])(C)[CH3:40])=[O:37])[C:31]([CH3:34])([CH3:33])[CH3:32])=[O:12])[CH2:7][CH:6]1[CH2:8][CH3:9])=[O:4].O=C1CCC(=O)N1OC(=O)OC1C[CH:58]2[CH:56]([CH2:57]2)C1. The catalyst is Cl.O1CCOCC1. The product is [CH3:1][O:2][C:3]([C:5]1([NH:10][C:11]([CH:13]2[CH2:17][CH:16]([O:18][S:19]([C:22]3[CH:27]=[CH:26][C:25]([Br:28])=[CH:24][CH:23]=3)(=[O:21])=[O:20])[CH2:15][N:14]2[C:29](=[O:43])[CH:30]([NH:35][C:36]([O:38][CH:39]2[CH2:40][CH:58]3[CH:56]([CH2:57]3)[CH2:42]2)=[O:37])[C:31]([CH3:33])([CH3:32])[CH3:34])=[O:12])[CH2:7][CH:6]1[CH2:8][CH3:9])=[O:4]. The yield is 0.920. (2) The reactants are [NH2:1][C:2]1[CH:7]=[CH:6][C:5]([Cl:8])=[CH:4][C:3]=1[C:9]([C:11]1[CH:16]=[CH:15][CH:14]=[CH:13][C:12]=1C)=[O:10].ClC1C=CC2N=[C:24](C3C=CC=CC=3)[O:25]C(=O)C=2C=1. The yield is 0.640. The product is [NH2:1][C:2]1[CH:7]=[CH:6][C:5]([Cl:8])=[CH:4][C:3]=1[C:9]([C:11]1[CH:16]=[CH:15][CH:14]=[C:13]([O:25][CH3:24])[CH:12]=1)=[O:10]. No catalyst specified. (3) The reactants are [Cl:1][C:2]1[C:3]([NH:18][C:19]2[CH:29]=[CH:28][CH:27]=[CH:26][C:20]=2[C:21]([NH:23][O:24][CH3:25])=[O:22])=[CH:4][C:5]([NH:8][C:9]2[N:13]([CH:14]([CH3:16])[CH3:15])[N:12]=[C:11]([CH3:17])[CH:10]=2)=[N:6][CH:7]=1.Cl.C(OCC)C. The catalyst is C(OCC)(=O)C. The product is [ClH:1].[Cl:1][C:2]1[C:3]([NH:18][C:19]2[CH:29]=[CH:28][CH:27]=[CH:26][C:20]=2[C:21]([NH:23][O:24][CH3:25])=[O:22])=[CH:4][C:5]([NH:8][C:9]2[N:13]([CH:14]([CH3:15])[CH3:16])[N:12]=[C:11]([CH3:17])[CH:10]=2)=[N:6][CH:7]=1. The yield is 0.960.